From a dataset of Reaction yield outcomes from USPTO patents with 853,638 reactions. Predict the reaction yield, written as a fraction of the theoretical maximum amount of product (1.0 means a 100% yield; for example, 0.34 means a 34% yield). The reactants are [F:1][C:2]1[CH:7]=[CH:6][C:5](B(O)O)=[CH:4][C:3]=1[O:11][CH3:12].Cl[C:14]1[CH:19]=[CH:18][C:17]([C:20]2[C:29]3[C:24](=[CH:25][C:26]([S:30]([NH:33][C:34]4[CH:39]=[CH:38][N:37]=[CH:36][N:35]=4)(=[O:32])=[O:31])=[CH:27][CH:28]=3)[CH:23]=[CH:22][N:21]=2)=[C:16]([O:40][CH3:41])[CH:15]=1.P([O-])([O-])([O-])=O.[K+].[K+].[K+].O1CCOCC1. The catalyst is CC(P(C(C)(C)C)C1C=CC(N(C)C)=CC=1)(C)C.CC(P(C(C)(C)C)C1C=CC(N(C)C)=CC=1)(C)C.Cl[Pd]Cl.O. The product is [F:1][C:2]1[CH:7]=[CH:6][C:5]([C:14]2[CH:19]=[CH:18][C:17]([C:20]3[C:29]4[C:24](=[CH:25][C:26]([S:30]([NH:33][C:34]5[CH:39]=[CH:38][N:37]=[CH:36][N:35]=5)(=[O:31])=[O:32])=[CH:27][CH:28]=4)[CH:23]=[CH:22][N:21]=3)=[C:16]([O:40][CH3:41])[CH:15]=2)=[CH:4][C:3]=1[O:11][CH3:12]. The yield is 0.165.